From a dataset of NCI-60 drug combinations with 297,098 pairs across 59 cell lines. Regression. Given two drug SMILES strings and cell line genomic features, predict the synergy score measuring deviation from expected non-interaction effect. (1) Cell line: PC-3. Synergy scores: CSS=9.62, Synergy_ZIP=-2.82, Synergy_Bliss=1.63, Synergy_Loewe=1.52, Synergy_HSA=1.58. Drug 1: CC(C1=C(C=CC(=C1Cl)F)Cl)OC2=C(N=CC(=C2)C3=CN(N=C3)C4CCNCC4)N. Drug 2: N.N.Cl[Pt+2]Cl. (2) Drug 1: CCC1(CC2CC(C3=C(CCN(C2)C1)C4=CC=CC=C4N3)(C5=C(C=C6C(=C5)C78CCN9C7C(C=CC9)(C(C(C8N6C)(C(=O)OC)O)OC(=O)C)CC)OC)C(=O)OC)O.OS(=O)(=O)O. Drug 2: C1CNP(=O)(OC1)N(CCCl)CCCl. Cell line: UO-31. Synergy scores: CSS=0.506, Synergy_ZIP=0.0286, Synergy_Bliss=2.01, Synergy_Loewe=0.889, Synergy_HSA=1.10. (3) Drug 1: C1CC(=O)NC(=O)C1N2CC3=C(C2=O)C=CC=C3N. Drug 2: CCCCC(=O)OCC(=O)C1(CC(C2=C(C1)C(=C3C(=C2O)C(=O)C4=C(C3=O)C=CC=C4OC)O)OC5CC(C(C(O5)C)O)NC(=O)C(F)(F)F)O. Cell line: SK-OV-3. Synergy scores: CSS=1.85, Synergy_ZIP=-1.52, Synergy_Bliss=-2.09, Synergy_Loewe=-0.652, Synergy_HSA=-0.787. (4) Drug 1: C1=C(C(=O)NC(=O)N1)F. Drug 2: C1CN(P(=O)(OC1)NCCCl)CCCl. Cell line: OVCAR-5. Synergy scores: CSS=31.1, Synergy_ZIP=1.60, Synergy_Bliss=0.448, Synergy_Loewe=-16.4, Synergy_HSA=-0.472.